From a dataset of Forward reaction prediction with 1.9M reactions from USPTO patents (1976-2016). Predict the product of the given reaction. Given the reactants [NH2:1][CH2:2][CH2:3][OH:4].Br[CH2:6][C:7]1[CH:12]=[C:11]([Cl:13])[CH:10]=[CH:9][C:8]=1[O:14][CH2:15][C:16]1[CH:21]=[CH:20][C:19]([Cl:22])=[CH:18][C:17]=1[F:23], predict the reaction product. The product is: [Cl:13][C:11]1[CH:10]=[CH:9][C:8]([O:14][CH2:15][C:16]2[CH:21]=[CH:20][C:19]([Cl:22])=[CH:18][C:17]=2[F:23])=[C:7]([CH:12]=1)[CH2:6][NH:1][CH2:2][CH2:3][OH:4].